This data is from Full USPTO retrosynthesis dataset with 1.9M reactions from patents (1976-2016). The task is: Predict the reactants needed to synthesize the given product. (1) Given the product [CH2:14]([N:21]1[CH2:28][C:25]2([CH2:27][CH2:26]2)[N:24]([C:6](=[O:11])[C:7]([F:8])([F:9])[F:10])[CH2:23][CH2:22]1)[C:15]1[CH:20]=[CH:19][CH:18]=[CH:17][CH:16]=1, predict the reactants needed to synthesize it. The reactants are: [F:8][C:7]([F:10])([F:9])[C:6](O[C:6](=[O:11])[C:7]([F:10])([F:9])[F:8])=[O:11].[CH2:14]([N:21]1[CH2:28][C:25]2([CH2:27][CH2:26]2)[NH:24][CH2:23][CH2:22]1)[C:15]1[CH:20]=[CH:19][CH:18]=[CH:17][CH:16]=1.C(N(CC)CC)C.C(=O)(O)[O-].[Na+]. (2) Given the product [F:1][C:2]1[CH:7]=[CH:6][CH:5]=[CH:4][C:3]=1[N:8]1[C:12]([C:13]2[CH:18]=[CH:17][CH:16]=[CH:15][C:14]=2[C:19]2[CH:24]=[CH:23][CH:22]=[CH:21][C:20]=2[O:25][C:27]([F:39])([F:38])[F:26])=[N:11][N:10]=[N:9]1, predict the reactants needed to synthesize it. The reactants are: [F:1][C:2]1[CH:7]=[CH:6][CH:5]=[CH:4][C:3]=1[N:8]1[C:12]([C:13]2[CH:18]=[CH:17][CH:16]=[CH:15][C:14]=2[C:19]2[CH:24]=[CH:23][CH:22]=[CH:21][C:20]=2[OH:25])=[N:11][N:10]=[N:9]1.[F:26][C:27]([F:39])([F:38])OC1C=CC=CC=1B(O)O. (3) Given the product [NH2:1][C:2]1[S:3][C:6]([CH2:9][CH2:10][N:11]2[C:19](=[O:20])[C:18]3[C:13](=[CH:14][CH:15]=[CH:16][CH:17]=3)[C:12]2=[O:21])=[CH:7][N:4]=1, predict the reactants needed to synthesize it. The reactants are: [NH2:1][C:2]([NH2:4])=[S:3].Br[CH:6]([CH2:9][CH2:10][N:11]1[C:19](=[O:20])[C:18]2[C:13](=[CH:14][CH:15]=[CH:16][CH:17]=2)[C:12]1=[O:21])[CH:7]=O. (4) Given the product [CH2:20]([O:16][CH2:38][C:37](=[O:36])[CH2:1][P:2](=[O:7])([O:5][CH3:6])[O:3][CH3:4])[C:19]1[CH:13]=[CH:12][CH:14]=[CH:17][CH:18]=1, predict the reactants needed to synthesize it. The reactants are: [CH3:1][P:2](=[O:7])([O:5][CH3:6])[O:3][CH3:4].C([N-][CH:12]([CH3:14])[CH3:13])(C)C.[Li+].[O:16]1[CH2:20][CH2:19][CH2:18][CH2:17]1.CCCCCCC.C(C1C=CC=CC=1)C.[O:36]1CC[CH2:38][CH2:37]1. (5) Given the product [N:15]1[CH:14]=[N:13][N:11]2[CH:12]=[C:7]([C:6]3[N:5]([C:16]4[CH:17]=[C:18]([CH3:22])[CH:19]=[CH:20][CH:21]=4)[C:4](=[O:23])[N:3]([CH2:40][C:39]4[CH:42]=[CH:43][CH:44]=[C:37]([O:36][CH3:35])[CH:38]=4)[C:2]=3[CH3:1])[CH:8]=[CH:9][C:10]=12, predict the reactants needed to synthesize it. The reactants are: [CH3:1][C:2]1[NH:3][C:4](=[O:23])[N:5]([C:16]2[CH:17]=[C:18]([CH3:22])[CH:19]=[CH:20][CH:21]=2)[C:6]=1[C:7]1[CH:8]=[CH:9][C:10]2[N:11]([N:13]=[CH:14][N:15]=2)[CH:12]=1.CN(C)C=O.CC(C)([O-])C.[K+].[CH3:35][O:36][C:37]1[CH:38]=[C:39]([CH:42]=[CH:43][CH:44]=1)[CH2:40]Br. (6) Given the product [CH2:14]([NH:13][C:11](=[O:12])[C@@H:10]([OH:21])[CH:9]([NH:8][C:48](=[O:49])[C@@H:47]([NH:51][C:52](=[O:65])[C@@H:53]([NH:55][C:56](=[O:64])[CH2:57][N:58]1[CH2:59][CH2:60][O:61][CH2:62][CH2:63]1)[CH3:54])[CH2:46][C:43]1[CH:44]=[CH:45][C:40]([O:39][CH3:38])=[CH:41][CH:42]=1)[CH2:22][C:23]1[CH:28]=[CH:27][CH:26]=[CH:25][CH:24]=1)[C:15]1[CH:20]=[CH:19][CH:18]=[CH:17][CH:16]=1, predict the reactants needed to synthesize it. The reactants are: FC(F)(F)C(O)=O.[NH2:8][CH:9]([CH2:22][C:23]1[CH:28]=[CH:27][CH:26]=[CH:25][CH:24]=1)[C@H:10]([OH:21])[C:11]([NH:13][CH2:14][C:15]1[CH:20]=[CH:19][CH:18]=[CH:17][CH:16]=1)=[O:12].C(N(CC)C(C)C)(C)C.[CH3:38][O:39][C:40]1[CH:45]=[CH:44][C:43]([CH2:46][C@H:47]([NH:51][C:52](=[O:65])[C@@H:53]([NH:55][C:56](=[O:64])[CH2:57][N:58]2[CH2:63][CH2:62][O:61][CH2:60][CH2:59]2)[CH3:54])[C:48](O)=[O:49])=[CH:42][CH:41]=1.CN(C(ON1N=NC2C=CC=NC1=2)=[N+](C)C)C.F[P-](F)(F)(F)(F)F.